From a dataset of Full USPTO retrosynthesis dataset with 1.9M reactions from patents (1976-2016). Predict the reactants needed to synthesize the given product. (1) Given the product [F:23][C:2]([F:1])([F:22])[O:3][C:4]1[CH:5]=[C:6]2[C:14](=[CH:15][CH:16]=1)[NH:13][C:12]1[CH2:11][CH2:10][CH:9]([C:17]([OH:19])=[O:18])[CH2:8][C:7]2=1, predict the reactants needed to synthesize it. The reactants are: [F:1][C:2]([F:23])([F:22])[O:3][C:4]1[CH:5]=[C:6]2[C:14](=[CH:15][CH:16]=1)[NH:13][C:12]1[CH2:11][CH2:10][CH:9]([C:17]([O:19]CC)=[O:18])[CH2:8][C:7]2=1.[OH-].[Li+]. (2) The reactants are: [Na].[CH3:2][C:3]1([CH3:12])[C:7](=[N:8]O)[CH2:6][CH2:5][C:4]1=[N:10]O. Given the product [CH3:2][C:3]1([CH3:12])[CH:7]([NH2:8])[CH2:6][CH2:5][CH:4]1[NH2:10], predict the reactants needed to synthesize it. (3) Given the product [CH3:22][C:12]1[N:13]=[C:14]([C:16]2[CH:21]=[CH:20][CH:19]=[CH:18][CH:17]=2)[O:15][C:11]=1[C:9]([N:8]([CH2:23][C:24]([OH:26])=[O:25])[CH2:7][C:5]1[O:6][C:2]([C:29]2[CH:30]=[CH:31][CH:32]=[CH:33][C:28]=2[F:27])=[CH:3][CH:4]=1)=[O:10], predict the reactants needed to synthesize it. The reactants are: Br[C:2]1[O:6][C:5]([CH2:7][N:8]([CH2:23][C:24]([OH:26])=[O:25])[C:9]([C:11]2[O:15][C:14]([C:16]3[CH:21]=[CH:20][CH:19]=[CH:18][CH:17]=3)=[N:13][C:12]=2[CH3:22])=[O:10])=[CH:4][CH:3]=1.[F:27][C:28]1[CH:33]=[CH:32][CH:31]=[CH:30][C:29]=1B(O)O.[F-].[Cs+]. (4) The reactants are: [NH2:1][C:2]1[C:7]([OH:8])=[CH:6][CH:5]=[CH:4][C:3]=1[CH3:9].C([O-])(O)=O.[Na+].[Br:15][C:16]1[CH:17]=[C:18]([CH:22]=[CH:23][C:24]=1[Cl:25])[C:19](Cl)=[O:20]. Given the product [Br:15][C:16]1[CH:17]=[C:18]([CH:22]=[CH:23][C:24]=1[Cl:25])[C:19]([NH:1][C:2]1[C:3]([CH3:9])=[CH:4][CH:5]=[CH:6][C:7]=1[OH:8])=[O:20], predict the reactants needed to synthesize it. (5) Given the product [Cl:1][C:2]1[C:3]2[CH:11]=[CH:10][N:9]([C:12]3[CH:17]=[CH:16][C:15]([CH3:18])=[CH:14][C:13]=3[CH3:19])[C:4]=2[C:5](=[O:8])[N:6]([CH2:20][CH3:21])[N:7]=1, predict the reactants needed to synthesize it. The reactants are: [Cl:1][C:2]1[C:3]2[CH:11]=[CH:10][N:9]([C:12]3[CH:17]=[CH:16][C:15]([CH3:18])=[CH:14][C:13]=3[CH3:19])[C:4]=2[C:5](=[O:8])[NH:6][N:7]=1.[CH2:20](I)[CH3:21].C(=O)([O-])[O-].[K+].[K+].CN(C=O)C. (6) Given the product [OH:3][CH:1]([C:4]1[CH:9]=[CH:8][C:7]([C:10]([NH:13][C:14](=[O:16])[CH3:15])([CH3:11])[CH3:12])=[CH:6][CH:5]=1)[CH3:2], predict the reactants needed to synthesize it. The reactants are: [C:1]([C:4]1[CH:9]=[CH:8][C:7]([C:10]([NH:13][C:14](=[O:16])[CH3:15])([CH3:12])[CH3:11])=[CH:6][CH:5]=1)(=[O:3])[CH3:2].[BH4-].[Na+].Cl. (7) Given the product [NH:19]1[CH:20]=[CH:21][CH:22]=[C:18]1[C:10]1[N:9]([C:6]2[CH:5]=[CH:4][C:3]([OH:2])=[CH:8][CH:7]=2)[C:13]2[CH:14]=[CH:15][CH:16]=[CH:17][C:12]=2[N:11]=1, predict the reactants needed to synthesize it. The reactants are: C[O:2][C:3]1[CH:8]=[CH:7][C:6]([N:9]2[C:13]3[CH:14]=[CH:15][CH:16]=[CH:17][C:12]=3[N:11]=[C:10]2[C:18]2[NH:19][CH:20]=[CH:21][CH:22]=2)=[CH:5][CH:4]=1.B(Br)(Br)Br.